From a dataset of Experimentally validated miRNA-target interactions with 360,000+ pairs, plus equal number of negative samples. Binary Classification. Given a miRNA mature sequence and a target amino acid sequence, predict their likelihood of interaction. (1) The miRNA is hsa-miR-5093 with sequence AGGAAAUGAGGCUGGCUAGGAGC. The protein sequence of the target gene is MPQLLRNVLCVIETFHKYASEDSNGATLTGRELKQLIQGEFGDFFQPCVLHAVEKNSNLLNIDSNGIISFDEFVLAIFNLLNLCYLDIKSLLSSELRQVTKPEKEKLDDVDVQATTGDGQWTVGTSPTQEKRMLPSGMASSSQLIPEESGAVGNNRVDPWREAKTHNFPGEASEHNDPKNKHLEGDEQSQEVAQDIQTTEDNEGQLKTNKPMAGSKKTSSPTERKGQDKEISQEGDEPAREQSVSKIRDQFGEQEGNLATQSSPPKEATQRPCEDQEVRTEKEKHSNIQEPPLQREDEPS.... Result: 0 (no interaction). (2) The miRNA is hsa-miR-1289 with sequence UGGAGUCCAGGAAUCUGCAUUUU. The protein sequence of the target gene is MAGVACLGKAADADEWCDSGLGSLGPDAAAPGGPGLGAELGPGLSWAPLVFGYVTEDGDTALHLAVIHQHEPFLDFLLGFSAGTEYMDLQNDLGQTALHLAAILGETSTVEKLYAAGAGLCVAERRGHTALHLACRVGAHACARALLQPRPRRPREAPDTYLAQGPDRTPDTNHTPVALYPDSDLEKEEEESEEDWKLQLEAENYEGHTPLHVAVIHKDVEMVRLLRDAGADLDKPEPTCGRSPLHLAVEAQAADVLELLLRAGANPAARMYGGRTPLGSAMLRPNPILARLLRAHGAPE.... Result: 1 (interaction). (3) The miRNA is mmu-miR-3073a-5p with sequence GUGGUCACAGUUGGCGCCAGCC. The protein sequence of the target gene is MERECEESVVVAVVTEPRFTQRYRDYLEEQKLLDRLHRVAKLRDGAVALPVLAESLSEQHLQELRDRVAPGSTCVLTRLPDPLPSKKARVRSPAQILCLEVRRWVEDRGVTWSAELEADLPRSWQRHGDLMLLSEDCFQATLWKGLEPELWETVASALGVQRLAKRGRVLPDGTRTPSVTLLLGDHGWVEHMDNGIRYKFDVTQCMFSFGNITEKLRVASLSCAGEVLVDLYAGIGYFTLPFLVHAGAAFVHACEWNPHAVVALRNNLEINGVADRCQIHFGDNRKLKLSDIADRVNLGL.... Result: 1 (interaction). (4) The miRNA is hsa-miR-4289 with sequence GCAUUGUGCAGGGCUAUCA. The protein sequence of the target gene is MAPQKHGGGGGGGSGPSAGSGGGGFGGSAAVAAATASGGKSGGGSCGGGGSYSASSSSSAAAAAGAAVLPVKKPKMEHVQADHELFLQAFEKPTQIYRFLRTRNLIAPIFLHRTLTYMSHRNSRTNIKRKTFKVDDMLSKVEKMKGEQESHSLSAHLQLTFTGFFHKNDKPSPNSENEQNSVTLEVLLVKVCHKKRKDVSCPIRQVPTGKKQVPLNPDLNQTKPGNFPSLAVSSNEFEPSNSHMVKSYSLLFRVTRPGRREFNGMINGETNENIDVNEELPARRKRNREDGEKTFVAQMT.... Result: 0 (no interaction). (5) The miRNA is rno-miR-34a-3p with sequence AAUCAGCAAGUAUACUGCCCUA. The protein sequence of the target gene is MALTRPVRLFSLVTRLLLAPRRGLTVRSPDEPLPVVRIPVALQRQLEQRQSRRRNLPRPVLVRPGPLLVSARRPELNQPARLTLGRWERAPLASQGWKSRRARRDHFSIERAQQEAPAVRKLSSKGSFADLGLEPRVLHALQEAAPEVVQPTTVQSSTIPSLLRGRHVVCAAETGSGKTLSYLLPLLQRLLGQPSLDSLPIPAPRGLVLVPSRELAQQVRAVAQPLGRSLGLLVRDLEGGHGMRRIRLQLSRQPSADVLVATPGALWKALKSRLISLEQLSFLVLDEADTLLDESFLELV.... Result: 0 (no interaction). (6) The miRNA is mmu-miR-3057-5p with sequence AUUGGAGCUGAGAUUCUGCGGGAU. The protein sequence of the target gene is MEERGDSEPTPGCSGLGPGGVRGFGDGGGAPSWAPEDAWMGTHPKYLEMMELDIGDATQVYVAFLVYLDLMESKSWHEVNCVGLPELQLICLVGTEIEGEGLQTVVPTPITASLSHNRIREILKASRKLQGDPDLPMSFTLAIVESDSTIVYYKLTDGFMLPDPQNISLRR. Result: 0 (no interaction). (7) The miRNA is rno-miR-124-3p with sequence UAAGGCACGCGGUGAAUGCC. The protein sequence of the target gene is MDLIGFGYAALVTIGSVLGYKRRGGVPSLIAGLSVGLLAGYGAYRVSNDRRDVKVSLFTAFFLATIMGVRFKRSKKVMPAGLVAGLSLMMILRLVLLLL. Result: 0 (no interaction).